Dataset: Full USPTO retrosynthesis dataset with 1.9M reactions from patents (1976-2016). Task: Predict the reactants needed to synthesize the given product. (1) Given the product [C:10]([NH:9][C:5]1[N:6]=[C:7]([C:14]([OH:15])=[O:17])[C:2]([Br:1])=[CH:3][CH:4]=1)(=[O:12])[CH3:11], predict the reactants needed to synthesize it. The reactants are: [Br:1][C:2]1[CH:3]=[CH:4][C:5]([NH:9][C:10](=[O:12])[CH3:11])=[N:6][C:7]=1C.O.[C:14](=[O:17])([O-])[O-:15].[K+].[K+].[Mn]([O-])(=O)(=O)=O.[K+]. (2) Given the product [Cl:1][C:2]1[CH:3]=[C:4]([N:8]2[C:12]([CH2:13][NH:14][C:15](=[O:30])[CH:16]([C:18]3[CH:19]=[N:20][C:21]([N:24]([CH2:26][CH2:27][OH:28])[CH3:25])=[CH:22][CH:23]=3)[CH3:17])=[CH:11][C:10]([C:31]([F:34])([F:32])[F:33])=[N:9]2)[CH:5]=[CH:6][CH:7]=1, predict the reactants needed to synthesize it. The reactants are: [Cl:1][C:2]1[CH:3]=[C:4]([N:8]2[C:12]([CH2:13][NH:14][C:15](=[O:30])[CH:16]([C:18]3[CH:19]=[N:20][C:21]([N:24]([CH2:26][CH2:27][O:28]C)[CH3:25])=[CH:22][CH:23]=3)[CH3:17])=[CH:11][C:10]([C:31]([F:34])([F:33])[F:32])=[N:9]2)[CH:5]=[CH:6][CH:7]=1.B(Br)(Br)Br.C([O-])(O)=O.[Na+]. (3) Given the product [CH3:41][C:27]1([CH3:42])[C:28]2[NH:29][C:30]3[C:35](=[CH:34][CH:33]=[C:32]([C:39]#[N:40])[CH:31]=3)[C:36]=2[C:37](=[O:38])[C:25]2[CH:24]=[CH:23][C:22]([O:21][CH:18]3[CH2:19][CH2:20][NH:15][CH2:16][CH2:17]3)=[CH:43][C:26]1=2, predict the reactants needed to synthesize it. The reactants are: C(O)(C(F)(F)F)=O.C(OC([N:15]1[CH2:20][CH2:19][CH:18]([O:21][C:22]2[CH:23]=[CH:24][C:25]3[C:37](=[O:38])[C:36]4[C:35]5[C:30](=[CH:31][C:32]([C:39]#[N:40])=[CH:33][CH:34]=5)[NH:29][C:28]=4[C:27]([CH3:42])([CH3:41])[C:26]=3[CH:43]=2)[CH2:17][CH2:16]1)=O)(C)(C)C. (4) Given the product [NH2:1][C:2]1[C:3]([C:11]([OH:13])=[O:12])=[N:4][CH:5]=[N:6][C:7]=1[CH:8]([CH3:10])[CH3:9], predict the reactants needed to synthesize it. The reactants are: [NH2:1][C:2]1[C:3]([C:11]([O:13]C)=[O:12])=[N:4][CH:5]=[N:6][C:7]=1[CH:8]([CH3:10])[CH3:9].O.[OH-].[Li+].